Dataset: CYP2C19 inhibition data for predicting drug metabolism from PubChem BioAssay. Task: Regression/Classification. Given a drug SMILES string, predict its absorption, distribution, metabolism, or excretion properties. Task type varies by dataset: regression for continuous measurements (e.g., permeability, clearance, half-life) or binary classification for categorical outcomes (e.g., BBB penetration, CYP inhibition). Dataset: cyp2c19_veith. (1) The compound is O=C1c2ccccc2C(Cc2ccncc2)(Cc2ccncc2)c2ccccc21. The result is 0 (non-inhibitor). (2) The drug is N=C(C[C@@H](O)COc1ccccc1-c1ccccc1)N1CCCCC1. The result is 1 (inhibitor). (3) The molecule is Cc1cccc(N(CC(=O)NCCSCc2ccco2)S(=O)(=O)c2ccccc2)c1. The result is 1 (inhibitor). (4) The drug is CCOC(=O)c1sc(NC(=O)CSc2nc(C)cc(C)n2)c(C#N)c1C. The result is 1 (inhibitor). (5) The result is 0 (non-inhibitor). The molecule is CCOC(=O)N/N=C1/C[C@@H](O)[C@@H](O)[C@H]2[C@@H]1CC[C@@H]1C(=O)N(CC)C(=O)[C@H]12. (6) The molecule is O=C(c1ccco1)N1CCC2(CC1)CN(C(c1ccccc1)c1ccccc1)C2. The result is 0 (non-inhibitor).